From a dataset of Catalyst prediction with 721,799 reactions and 888 catalyst types from USPTO. Predict which catalyst facilitates the given reaction. (1) Reactant: [N:1]([CH:4]1[CH2:9][CH2:8][N:7](C(OC(C)(C)C)=O)[CH2:6][CH:5]1[OH:17])=[N+:2]=[N-:3].[C:18]([OH:24])([C:20]([F:23])([F:22])[F:21])=[O:19]. Product: [C:18]([OH:24])([C:20]([F:23])([F:22])[F:21])=[O:19].[N:1]([CH:4]1[CH2:9][CH2:8][NH:7][CH2:6][CH:5]1[OH:17])=[N+:2]=[N-:3]. The catalyst class is: 2. (2) Reactant: C([SiH2][O:6][C:7](C)(C)[CH:8]1[CH2:12][N:11]([CH:13]2[CH2:19][CH2:18][CH2:17][CH2:16][CH2:15][CH2:14]2)[C:10](=[O:20])[C:9]1([CH3:22])[CH3:21])(C)(C)C.CC(OI1(OC(C)=O)(OC(C)=O)OC(=O)C2C=CC=CC1=2)=O. Product: [CH:13]1([N:11]2[C:10](=[O:20])[C:9]([CH3:21])([CH3:22])[CH:8]([CH:7]=[O:6])[CH2:12]2)[CH2:14][CH2:15][CH2:16][CH2:17][CH2:18][CH2:19]1. The catalyst class is: 240.